Dataset: Reaction yield outcomes from USPTO patents with 853,638 reactions. Task: Predict the reaction yield, written as a fraction of the theoretical maximum amount of product (1.0 means a 100% yield; for example, 0.34 means a 34% yield). (1) The reactants are [C:1]([C:5]1[N:9]([CH2:10][O:11][CH2:12][CH2:13][Si:14]([CH3:17])([CH3:16])[CH3:15])[CH:8]=[N:7][CH:6]=1)([CH3:4])([CH3:3])[CH3:2].[Li]CCCC.CN([CH:26]=[O:27])C. No catalyst specified. The product is [C:1]([C:5]1[N:9]([CH2:10][O:11][CH2:12][CH2:13][Si:14]([CH3:17])([CH3:16])[CH3:15])[C:8]([CH:26]=[O:27])=[N:7][CH:6]=1)([CH3:4])([CH3:2])[CH3:3]. The yield is 0.990. (2) The reactants are [C:1]([C:4]1[CH:11]=[CH:10][C:7]([CH:8]=[O:9])=[CH:6][CH:5]=1)([OH:3])=O.C(Cl)(=O)C(Cl)=O.[C:18]([NH:22][CH2:23][CH2:24][C:25]([O:27][C:28]([CH3:31])([CH3:30])[CH3:29])=[O:26])([CH3:21])([CH3:20])[CH3:19].C(N(CC)CC)C. The catalyst is ClCCl.CN(C)C=O. The product is [C:18]([N:22]([CH2:23][CH2:24][C:25]([O:27][C:28]([CH3:31])([CH3:30])[CH3:29])=[O:26])[C:1](=[O:3])[C:4]1[CH:11]=[CH:10][C:7]([CH:8]=[O:9])=[CH:6][CH:5]=1)([CH3:21])([CH3:20])[CH3:19]. The yield is 1.00. (3) The reactants are [NH2:1][CH2:2][C:3]([NH:5][C:6]1[CH:7]=[C:8]2[C:13](=[CH:14][C:15]=1[O:16][CH3:17])[N:12]=[CH:11][N:10]=[C:9]2[NH:18][C:19]1[CH:24]=[CH:23][C:22]([O:25][CH2:26][C:27]2[CH:32]=[CH:31][CH:30]=[C:29]([F:33])[CH:28]=2)=[C:21]([Cl:34])[CH:20]=1)=[O:4].[C:35](O)(=[O:38])[CH:36]=[CH2:37].N1C=CC=CC=1.Cl.CN(C)CCCN=C=NCC. The catalyst is C1COCC1. The product is [Cl:34][C:21]1[CH:20]=[C:19]([NH:18][C:9]2[C:8]3[C:13](=[CH:14][C:15]([O:16][CH3:17])=[C:6]([NH:5][C:3]([CH2:2][NH:1][C:35](=[O:38])[CH:36]=[CH2:37])=[O:4])[CH:7]=3)[N:12]=[CH:11][N:10]=2)[CH:24]=[CH:23][C:22]=1[O:25][CH2:26][C:27]1[CH:32]=[CH:31][CH:30]=[C:29]([F:33])[CH:28]=1. The yield is 0.270.